Dataset: KCNQ2 potassium channel screen with 302,405 compounds. Task: Binary Classification. Given a drug SMILES string, predict its activity (active/inactive) in a high-throughput screening assay against a specified biological target. (1) The drug is S(=O)(=O)(N1CCCCC1)c1cc(c(F)cc1)C(=O)NCc1cc2OCOc2cc1. The result is 0 (inactive). (2) The drug is O=C(N1CCN(CC1)Cc1cccnc1)Cc1ccccc1. The result is 0 (inactive). (3) The compound is Fc1c(c2nn(cc2CN2OCCC2)c2ccccc2)ccc(OC)c1. The result is 0 (inactive). (4) The compound is S1(=O)(=O)CC(N(C(=O)COC(=O)CNC(=O)C23CC4CC(C3)CC(C2)C4)C)CC1. The result is 0 (inactive). (5) The drug is S(=O)(=O)(N1CCC(CC1)C(OCC(=O)Nc1ccc(OC)cc1)=O)c1sccc1. The result is 0 (inactive). (6) The result is 0 (inactive). The compound is Clc1c(S(=O)(=O)Cc2oc(C(=O)N3CCC(CC3)C(=O)N)cc2)c(Cl)ccc1. (7) The compound is S(=O)(=O)(N1CCOCC1)c1cc(C(=O)N2CCN(CC2)Cc2cc3OCOc3cc2)ccc1C. The result is 0 (inactive).